This data is from NCI-60 drug combinations with 297,098 pairs across 59 cell lines. The task is: Regression. Given two drug SMILES strings and cell line genomic features, predict the synergy score measuring deviation from expected non-interaction effect. (1) Drug 1: C1C(C(OC1N2C=C(C(=O)NC2=O)F)CO)O. Drug 2: N.N.Cl[Pt+2]Cl. Cell line: OVCAR-5. Synergy scores: CSS=52.2, Synergy_ZIP=-9.11, Synergy_Bliss=-4.53, Synergy_Loewe=0.586, Synergy_HSA=1.25. (2) Drug 1: CN(CC1=CN=C2C(=N1)C(=NC(=N2)N)N)C3=CC=C(C=C3)C(=O)NC(CCC(=O)O)C(=O)O. Drug 2: C1CNP(=O)(OC1)N(CCCl)CCCl. Cell line: OVCAR-4. Synergy scores: CSS=27.3, Synergy_ZIP=-4.27, Synergy_Bliss=-9.48, Synergy_Loewe=-23.6, Synergy_HSA=-12.3. (3) Drug 1: CN1C(=O)N2C=NC(=C2N=N1)C(=O)N. Drug 2: CC1C(C(CC(O1)OC2CC(CC3=C2C(=C4C(=C3O)C(=O)C5=C(C4=O)C(=CC=C5)OC)O)(C(=O)CO)O)N)O.Cl. Cell line: UO-31. Synergy scores: CSS=25.0, Synergy_ZIP=-5.67, Synergy_Bliss=-4.74, Synergy_Loewe=-8.36, Synergy_HSA=-2.41. (4) Drug 1: CC12CCC(CC1=CCC3C2CCC4(C3CC=C4C5=CN=CC=C5)C)O. Drug 2: CCC1(CC2CC(C3=C(CCN(C2)C1)C4=CC=CC=C4N3)(C5=C(C=C6C(=C5)C78CCN9C7C(C=CC9)(C(C(C8N6C=O)(C(=O)OC)O)OC(=O)C)CC)OC)C(=O)OC)O.OS(=O)(=O)O. Cell line: MALME-3M. Synergy scores: CSS=35.1, Synergy_ZIP=8.62, Synergy_Bliss=10.9, Synergy_Loewe=-8.46, Synergy_HSA=8.25. (5) Drug 1: CC1=C(N=C(N=C1N)C(CC(=O)N)NCC(C(=O)N)N)C(=O)NC(C(C2=CN=CN2)OC3C(C(C(C(O3)CO)O)O)OC4C(C(C(C(O4)CO)O)OC(=O)N)O)C(=O)NC(C)C(C(C)C(=O)NC(C(C)O)C(=O)NCCC5=NC(=CS5)C6=NC(=CS6)C(=O)NCCC[S+](C)C)O. Drug 2: C(CC(=O)O)C(=O)CN.Cl. Cell line: U251. Synergy scores: CSS=57.4, Synergy_ZIP=-2.76, Synergy_Bliss=-1.87, Synergy_Loewe=-37.7, Synergy_HSA=1.32. (6) Drug 1: C1=CC(=CC=C1CC(C(=O)O)N)N(CCCl)CCCl.Cl. Drug 2: CC1=C(C=C(C=C1)NC(=O)C2=CC=C(C=C2)CN3CCN(CC3)C)NC4=NC=CC(=N4)C5=CN=CC=C5. Cell line: DU-145. Synergy scores: CSS=-5.94, Synergy_ZIP=2.43, Synergy_Bliss=0.178, Synergy_Loewe=-7.67, Synergy_HSA=-5.49. (7) Cell line: SF-268. Drug 2: CNC(=O)C1=NC=CC(=C1)OC2=CC=C(C=C2)NC(=O)NC3=CC(=C(C=C3)Cl)C(F)(F)F. Drug 1: CC(C1=C(C=CC(=C1Cl)F)Cl)OC2=C(N=CC(=C2)C3=CN(N=C3)C4CCNCC4)N. Synergy scores: CSS=17.3, Synergy_ZIP=-4.67, Synergy_Bliss=-2.19, Synergy_Loewe=-7.18, Synergy_HSA=-4.94.